Task: Predict the reactants needed to synthesize the given product.. Dataset: Retrosynthesis with 50K atom-mapped reactions and 10 reaction types from USPTO (1) Given the product CNCCn1nc(N)c2cc3cc(OC)ccc3nc21, predict the reactants needed to synthesize it. The reactants are: CNC(=O)Cn1nc(N)c2cc3cc(OC)ccc3nc21. (2) The reactants are: CC(CF)(CF)C(=O)C(Oc1cccc(C(F)(F)F)c1)n1ccnc1. Given the product CC(CF)(CF)C(O)C(Oc1cccc(C(F)(F)F)c1)n1ccnc1, predict the reactants needed to synthesize it. (3) Given the product COC(=O)C(C)(C)CC(CC=O)CCCCO[Si](C)(C)C(C)(C)C, predict the reactants needed to synthesize it. The reactants are: COC(=O)C(C)(C)CC(CCO)CCCCO[Si](C)(C)C(C)(C)C. (4) Given the product O=CC12CC3CC(CC(C3)C1)C2, predict the reactants needed to synthesize it. The reactants are: OCC12CC3CC(CC(C3)C1)C2. (5) Given the product Cc1nc2ccccc2c(O)c1C(C)C, predict the reactants needed to synthesize it. The reactants are: CCOC(=O)C(C(C)=O)C(C)C.Nc1ccccc1.